Dataset: Forward reaction prediction with 1.9M reactions from USPTO patents (1976-2016). Task: Predict the product of the given reaction. (1) Given the reactants [Cl:1][C:2]1[CH:10]=[CH:9][C:8]([I:11])=[C:7]2[C:3]=1[CH:4](O)[N:5](C(C)(C1C=CC=CC=1)C)[C:6]2=[O:12].FC(F)(F)C(O)=O.C([SiH](CC)CC)C.O, predict the reaction product. The product is: [Cl:1][C:2]1[CH:10]=[CH:9][C:8]([I:11])=[C:7]2[C:3]=1[CH2:4][NH:5][C:6]2=[O:12]. (2) Given the reactants CN1C(=O)C(C2N(C3C=CC(C#N)=CC=3)N=CC=2)=C(C)N(C2C=CC=C(C(F)(F)F)C=2)C1=O.C[Si](C)(C)[N-][Si](C)(C)C.[Li+].[Br:44]N1C(=O)CCC1=O.[Cl-].[NH4+].[Br:54][CH2:55][C:56]1[N:61]([C:62]2[CH:67]=[CH:66][CH:65]=[C:64]([C:68]([F:71])([F:70])[F:69])[CH:63]=2)[C:60](=[O:72])[N:59]([CH3:73])[C:58](=[O:74])[C:57]=1[C:75]1[N:79]([C:80]2[CH:87]=[CH:86][C:83]([C:84]#[N:85])=[CH:82][CH:81]=2)[N:78]=[CH:77][CH:76]=1, predict the reaction product. The product is: [Br:54][CH:55]([Br:44])[C:56]1[N:61]([C:62]2[CH:67]=[CH:66][CH:65]=[C:64]([C:68]([F:71])([F:70])[F:69])[CH:63]=2)[C:60](=[O:72])[N:59]([CH3:73])[C:58](=[O:74])[C:57]=1[C:75]1[N:79]([C:80]2[CH:81]=[CH:82][C:83]([C:84]#[N:85])=[CH:86][CH:87]=2)[N:78]=[CH:77][CH:76]=1. (3) Given the reactants [OH-].[Na+].[C:3]1(C)[C:4]([S:9]([CH2:12][N+:13]#[C-:14])(=[O:11])=[O:10])=[CH:5][CH:6]=[CH:7][CH:8]=1.Br[CH2:17][C:18]1[C:23]([C:24]2[C:25]([CH2:32]Br)=[N:26][C:27]([O:30][CH3:31])=[CH:28][CH:29]=2)=[CH:22][CH:21]=[CH:20][C:19]=1[N:34]1[N:43]=[CH:42][C:41]2[C:36](=[C:37]([F:48])[CH:38]=[C:39]([C:44]([CH3:47])([CH3:46])[CH3:45])[CH:40]=2)[C:35]1=[O:49].Cl[CH2:51]Cl, predict the reaction product. The product is: [C:44]([C:39]1[CH:40]=[C:41]2[C:36](=[C:37]([F:48])[CH:38]=1)[C:35](=[O:49])[N:34]([C:19]1[C:18]3[CH2:17][C:12]([N+:13]#[C-:14])([S:9]([C:4]4[CH:3]=[CH:8][C:7]([CH3:51])=[CH:6][CH:5]=4)(=[O:10])=[O:11])[CH2:32][C:25]4[C:24]([C:23]=3[CH:22]=[CH:21][CH:20]=1)=[CH:29][CH:28]=[C:27]([O:30][CH3:31])[N:26]=4)[N:43]=[CH:42]2)([CH3:46])([CH3:47])[CH3:45]. (4) Given the reactants [CH2:1]([N:3]1[CH:7]=[CH:6][CH-:5][B:4]1[C:8]1[CH:13]=[CH:12][CH:11]=[CH:10][CH:9]=1)[CH3:2].[Li+].[Cl-:15].[Cl-].[Cl-].[Cl-].[Zr+4:19], predict the reaction product. The product is: [Cl-:15].[Cl-:15].[CH2:1]([N:3]1[CH:7]=[CH:6][CH:5]([Zr+2:19][CH:5]2[CH:6]=[CH:7][N:3]([CH2:1][CH3:2])[B:4]2[C:8]2[CH:13]=[CH:12][CH:11]=[CH:10][CH:9]=2)[B:4]1[C:8]1[CH:13]=[CH:12][CH:11]=[CH:10][CH:9]=1)[CH3:2].